This data is from Full USPTO retrosynthesis dataset with 1.9M reactions from patents (1976-2016). The task is: Predict the reactants needed to synthesize the given product. (1) Given the product [CH:2]1([CH2:5][O:6][C:7]2[CH:12]=[CH:11][C:10]([F:13])=[CH:9][C:8]=2[C:14]2[C:15]3[NH:22][C:21]([CH3:23])=[C:20]([C:24]([NH:26][C@@H:27]4[CH2:31][CH2:30][N:29]([C:35](=[O:36])[CH2:34][O:33][CH3:32])[CH2:28]4)=[O:25])[C:16]=3[N:17]=[CH:18][N:19]=2)[CH2:4][CH2:3]1, predict the reactants needed to synthesize it. The reactants are: Cl.[CH:2]1([CH2:5][O:6][C:7]2[CH:12]=[CH:11][C:10]([F:13])=[CH:9][C:8]=2[C:14]2[C:15]3[NH:22][C:21]([CH3:23])=[C:20]([C:24]([NH:26][C@@H:27]4[CH2:31][CH2:30][NH:29][CH2:28]4)=[O:25])[C:16]=3[N:17]=[CH:18][N:19]=2)[CH2:4][CH2:3]1.[CH3:32][O:33][CH2:34][C:35](Cl)=[O:36]. (2) The reactants are: Br[C:2]1[CH:10]=[C:9]2[C:5]([CH2:6][C:7](=[O:11])[NH:8]2)=[CH:4][CH:3]=1.C(O)C.C(=O)([O-])[O-].[Na+].[Na+].C(O)(O)CC.[N:26]1[CH:31]=[CH:30][CH:29]=[C:28](B(O)O)[CH:27]=1. Given the product [N:26]1[CH:31]=[CH:30][CH:29]=[C:28]([C:2]2[CH:10]=[C:9]3[C:5]([CH2:6][C:7](=[O:11])[NH:8]3)=[CH:4][CH:3]=2)[CH:27]=1, predict the reactants needed to synthesize it. (3) Given the product [C:14]([O:1][C:2]1[CH:13]=[CH:12][C:5]2[C:6]([C:9]([OH:11])=[O:10])=[N:7][O:8][C:4]=2[CH:3]=1)(=[O:16])[CH3:15], predict the reactants needed to synthesize it. The reactants are: [OH:1][C:2]1[CH:13]=[CH:12][C:5]2[C:6]([C:9]([OH:11])=[O:10])=[N:7][O:8][C:4]=2[CH:3]=1.[C:14](OC(=O)C)(=[O:16])[CH3:15]. (4) Given the product [CH2:1]([O:3][C:4]([C:6]1[CH:7]=[C:8]2[C:13](=[CH:14][CH:15]=1)[N:12]=[CH:11][C:10]([C:16]#[N:17])=[C:9]2[C:21]1[CH:20]=[N:19][CH:24]=[CH:23][CH:22]=1)=[O:5])[CH3:2], predict the reactants needed to synthesize it. The reactants are: [CH2:1]([O:3][C:4]([C:6]1[CH:7]=[C:8]2[C:13](=[CH:14][CH:15]=1)[N:12]=[CH:11][C:10]([C:16]#[N:17])=[C:9]2Cl)=[O:5])[CH3:2].[N:19]1[CH:24]=[CH:23][CH:22]=[C:21](B(O)O)[CH:20]=1.C(=O)([O-])[O-].[Na+].[Na+]. (5) Given the product [F:39][CH2:19][O:18][C:16]1[CH:17]=[C:12]([C:9]2[CH:8]=[CH:7][C:6]([C:2]([C:22]3[N:27]=[CH:26][C:25]([C:28]4[N:29]=[N:30][C:31]([C:34]([F:35])([F:37])[F:36])=[CH:32][CH:33]=4)=[CH:24][CH:23]=3)([CH3:1])[CH:3]([CH3:4])[CH3:5])=[CH:11][CH:10]=2)[CH:13]=[N:14][CH:15]=1, predict the reactants needed to synthesize it. The reactants are: [CH3:1][C:2]([C:22]1[N:27]=[CH:26][C:25]([C:28]2[N:29]=[N:30][C:31]([C:34]([F:37])([F:36])[F:35])=[CH:32][CH:33]=2)=[CH:24][CH:23]=1)([C:6]1[CH:11]=[CH:10][C:9]([C:12]2[CH:13]=[N:14][CH:15]=[C:16]([O:18][CH2:19]SC)[CH:17]=2)=[CH:8][CH:7]=1)[CH:3]([CH3:5])[CH3:4].[Xe](F)[F:39]. (6) Given the product [NH2:45][CH:40]([CH3:41])[CH2:39][O:38][C@@H:8]([C:4]1[CH:5]=[CH:6][CH:7]=[C:2]([Cl:1])[CH:3]=1)[C@@H:9]1[CH2:14][CH2:13][CH2:12][N:11]([C:15]([NH:17][C@@H:18]([CH2:31][CH:32]2[CH2:33][CH2:34][CH2:35][CH2:36][CH2:37]2)[CH2:19][N:20]([CH3:30])[C:21](=[O:29])[O:22][CH2:23][CH2:24][Si:25]([CH3:26])([CH3:28])[CH3:27])=[O:16])[CH2:10]1, predict the reactants needed to synthesize it. The reactants are: [Cl:1][C:2]1[CH:3]=[C:4]([C@H:8]([O:38][CH2:39][C:40](=O)[CH3:41])[C@@H:9]2[CH2:14][CH2:13][CH2:12][N:11]([C:15]([NH:17][C@@H:18]([CH2:31][CH:32]3[CH2:37][CH2:36][CH2:35][CH2:34][CH2:33]3)[CH2:19][N:20]([CH3:30])[C:21](=[O:29])[O:22][CH2:23][CH2:24][Si:25]([CH3:28])([CH3:27])[CH3:26])=[O:16])[CH2:10]2)[CH:5]=[CH:6][CH:7]=1.[BH3-]C#[N:45].[Na+]. (7) Given the product [F:15][C:4]1[C:3]([CH2:2][OH:17])=[C:12]2[C:7]([CH:8]=[CH:9][C:10]([O:13][CH3:14])=[N:11]2)=[CH:6][CH:5]=1, predict the reactants needed to synthesize it. The reactants are: Br[CH2:2][C:3]1[C:4]([F:15])=[CH:5][CH:6]=[C:7]2[C:12]=1[N:11]=[C:10]([O:13][CH3:14])[CH:9]=[CH:8]2.C([O-])(O)=[O:17].[Na+].